The task is: Predict the reaction yield, written as a fraction of the theoretical maximum amount of product (1.0 means a 100% yield; for example, 0.34 means a 34% yield).. This data is from Reaction yield outcomes from USPTO patents with 853,638 reactions. (1) The product is [CH2:1]([N:4]([CH2:15][CH:16]=[CH2:17])[CH2:5][C:6]([C:8]1[CH:13]=[CH:12][C:11]([F:14])=[CH:10][CH:9]=1)=[N:24][OH:25])[CH:2]=[CH2:3]. The reactants are [CH2:1]([N:4]([CH2:15][CH:16]=[CH2:17])[CH2:5][C:6]([C:8]1[CH:13]=[CH:12][C:11]([F:14])=[CH:10][CH:9]=1)=O)[CH:2]=[CH2:3].C([O-])(=O)C.[Na+].Cl.[NH2:24][OH:25]. The yield is 0.545. The catalyst is C(O)C. (2) The reactants are [CH:1]([O:4][C:5]1[S:9][C:8]([CH2:10][C:11]2[CH:16]=[CH:15][C:14]([NH2:17])=[CH:13][CH:12]=2)=[CH:7][CH:6]=1)([CH3:3])[CH3:2].S(O)(O)(=O)=O.Cl[C:24]1[NH:25][CH2:26][CH2:27][N:28]=1. The catalyst is ClCCl. The product is [CH:1]([O:4][C:5]1[S:9][C:8]([CH2:10][C:11]2[CH:12]=[CH:13][C:14]([NH:17][C:24]3[NH:28][CH2:27][CH2:26][N:25]=3)=[CH:15][CH:16]=2)=[CH:7][CH:6]=1)([CH3:3])[CH3:2]. The yield is 0.900. (3) The yield is 0.950. The reactants are [Br:1][C:2]1[CH:7]=[CH:6][C:5](/[C:8](/[CH3:30])=[C:9](/[CH2:28][CH3:29])\[CH2:10][O:11][C:12]2[CH:17]=[CH:16][C:15]([CH2:18][C@H:19]([O:25][CH2:26][CH3:27])[C:20]([O:22]CC)=[O:21])=[CH:14][CH:13]=2)=[CH:4][CH:3]=1.[OH-].[Na+]. The product is [Br:1][C:2]1[CH:3]=[CH:4][C:5](/[C:8](/[CH3:30])=[C:9](/[CH2:28][CH3:29])\[CH2:10][O:11][C:12]2[CH:17]=[CH:16][C:15]([CH2:18][C@H:19]([O:25][CH2:26][CH3:27])[C:20]([OH:22])=[O:21])=[CH:14][CH:13]=2)=[CH:6][CH:7]=1. No catalyst specified. (4) The reactants are B.O1CCCC1.[F:7][C:8]1[C:9]([C:16](O)=[O:17])=[CH:10][C:11]([O:14][CH3:15])=[N:12][CH:13]=1. The catalyst is C1COCC1. The product is [F:7][C:8]1[C:9]([CH2:16][OH:17])=[CH:10][C:11]([O:14][CH3:15])=[N:12][CH:13]=1. The yield is 0.770.